Dataset: Full USPTO retrosynthesis dataset with 1.9M reactions from patents (1976-2016). Task: Predict the reactants needed to synthesize the given product. The reactants are: Cl[C:2]1[C:7]([N+:8]([O-:10])=[O:9])=[CH:6][CH:5]=[C:4]([Cl:11])[N:3]=1.C(=O)([O-])[O-].[Na+].[Na+].COC1C=CC(C2N=C3[N:32]([CH2:35][C:36]4[CH:37]=[C:38]5[C:43](=[CH:44][CH:45]=4)[N:42]=[CH:41][CH:40]=[CH:39]5)N=NC3=CC=2)=CC=1.O. Given the product [Cl:11][C:4]1[N:3]=[C:2]([NH:32][CH2:35][C:36]2[CH:37]=[C:38]3[C:43](=[CH:44][CH:45]=2)[N:42]=[CH:41][CH:40]=[CH:39]3)[C:7]([N+:8]([O-:10])=[O:9])=[CH:6][CH:5]=1, predict the reactants needed to synthesize it.